Dataset: Forward reaction prediction with 1.9M reactions from USPTO patents (1976-2016). Task: Predict the product of the given reaction. (1) Given the reactants [Cl-].O[NH3+:3].[C:4](=[O:7])([O-])[OH:5].[Na+].CS(C)=O.[CH3:13][C:14]1[N:15]([CH:39]=[C:40]([CH3:42])[CH3:41])[C:16](=[O:38])[C:17]([CH2:23][C:24]2[CH:29]=[CH:28][C:27]([C:30]3[C:31]([C:36]#[N:37])=[CH:32][CH:33]=[CH:34][CH:35]=3)=[CH:26][CH:25]=2)=[C:18]([CH2:20][CH2:21][CH3:22])[N:19]=1, predict the reaction product. The product is: [CH3:13][C:14]1[N:15]([CH:39]=[C:40]([CH3:41])[CH3:42])[C:16](=[O:38])[C:17]([CH2:23][C:24]2[CH:29]=[CH:28][C:27]([C:30]3[CH:35]=[CH:34][CH:33]=[CH:32][C:31]=3[C:36]3[NH:3][C:4](=[O:7])[O:5][N:37]=3)=[CH:26][CH:25]=2)=[C:18]([CH2:20][CH2:21][CH3:22])[N:19]=1. (2) The product is: [CH2:1]([N:5]1[N:6]([CH3:28])[C:7]([C:24]([CH3:26])([CH3:27])[CH3:25])=[CH:8]/[C:9]/1=[N:10]\[C:11](=[O:23])[C:12]1[CH:17]=[C:16]([C:18]([F:21])([F:20])[F:19])[CH:15]=[CH:14][C:13]=1[S:29][CH2:30][CH:31]([OH:33])[CH3:32])[CH2:2][CH2:3][CH3:4]. Given the reactants [CH2:1]([N:5]1[N:6]([CH3:28])[C:7]([C:24]([CH3:27])([CH3:26])[CH3:25])=[CH:8]/[C:9]/1=[N:10]\[C:11](=[O:23])[C:12]1[CH:17]=[C:16]([C:18]([F:21])([F:20])[F:19])[CH:15]=[CH:14][C:13]=1F)[CH2:2][CH2:3][CH3:4].[SH:29][CH2:30][CH:31]([OH:33])[CH3:32].C(=O)([O-])[O-].[K+].[K+].O, predict the reaction product. (3) Given the reactants C(O[C@@H]1[C@H](CC([O-])=O)[C@H:9]([O:15]C(=O)C)[C@@H:8]([O:19][C:20]2[CH:25]=[CH:24][C:23]([C:26]3[CH:31]=[CH:30][CH:29]=[C:28]([C:32](=[O:35])[NH:33][CH3:34])[CH:27]=3)=[CH:22][C:21]=2[CH3:36])O[C@@H]1[C@@H](OC(=O)C)C(C)C)(=O)C.[CH3:45][O-:46].[Na+], predict the reaction product. The product is: [CH3:34][NH:33][C:32](=[O:35])[C:28]1[CH:29]=[CH:30][CH:31]=[C:26]([C:23]2[CH:24]=[CH:25][C:20]([O:19][C@@H:8]3[C@@H:9]([OH:15])[C@@H:9]([OH:15])[C@H:8]([OH:19])[C@@H:45]([C@@H:32]([OH:35])[CH:28]([CH3:29])[CH3:27])[O:46]3)=[C:21]([CH3:36])[CH:22]=2)[CH:27]=1. (4) The product is: [Cl:17][C:16]1[C:11]([O:3][C:4]2[CH:8]=[C:7]([CH3:9])[NH:6][N:5]=2)=[N:12][CH:13]=[C:14]([Cl:18])[CH:15]=1. Given the reactants [H-].[Na+].[OH:3][C:4]1[CH:8]=[C:7]([CH3:9])[NH:6][N:5]=1.Cl[C:11]1[C:16]([Cl:17])=[CH:15][C:14]([Cl:18])=[CH:13][N:12]=1.Cl, predict the reaction product. (5) Given the reactants Cl[C:2]1[CH:7]=[CH:6][C:5]([O:8][C:9]([N:11]2[C:19]3[C:14](=[CH:15][C:16]([C:21]#[C:22][CH2:23][CH2:24][CH2:25][N:26]([CH2:28][CH:29]=[CH2:30])[CH3:27])=[C:17]([F:20])[CH:18]=3)[CH2:13][CH2:12]2)=[O:10])=[CH:4][CH:3]=1, predict the reaction product. The product is: [C:5]1([O:8][C:9]([N:11]2[C:19]3[C:14](=[CH:15][C:16]([CH2:21][CH2:22][CH2:23][CH2:24][CH2:25][N:26]([CH3:27])[CH2:28][CH2:29][CH3:30])=[C:17]([F:20])[CH:18]=3)[CH2:13][CH2:12]2)=[O:10])[CH:6]=[CH:7][CH:2]=[CH:3][CH:4]=1. (6) Given the reactants [O:1]=[C:2]1[O:6][N:5]=[C:4]([C:7]([OH:9])=O)[NH:3]1.[CH3:10][NH:11][CH2:12][CH2:13][CH:14]1[CH2:19][CH2:18][N:17]([C:20]([O:22][CH2:23][C:24]2[CH:29]=[C:28]([Cl:30])[CH:27]=[C:26]([Cl:31])[CH:25]=2)=[O:21])[CH2:16][CH2:15]1, predict the reaction product. The product is: [CH3:10][N:11]([CH2:12][CH2:13][CH:14]1[CH2:15][CH2:16][N:17]([C:20]([O:22][CH2:23][C:24]2[CH:25]=[C:26]([Cl:31])[CH:27]=[C:28]([Cl:30])[CH:29]=2)=[O:21])[CH2:18][CH2:19]1)[C:7]([C:4]1[NH:3][C:2](=[O:1])[O:6][N:5]=1)=[O:9].